From a dataset of Forward reaction prediction with 1.9M reactions from USPTO patents (1976-2016). Predict the product of the given reaction. (1) Given the reactants [F:1][CH:2]([F:32])[C:3]1[N:7]([C:8]2[CH:13]=[C:12]([N:14]3[CH2:19][CH2:18][O:17][CH2:16][CH2:15]3)[N:11]=[C:10]([NH:20][CH2:21][CH:22]3[CH2:27][CH2:26][NH:25][CH2:24][CH2:23]3)[N:9]=2)[C:6]2[CH:28]=[CH:29][CH:30]=[CH:31][C:5]=2[N:4]=1.Br[C:34]1[CH:39]=[CH:38][CH:37]=[CH:36][CH:35]=1.C1(P(C2CCCCC2)C2C=CC=CC=2C2C(C(C)C)=CC(C(C)C)=CC=2C(C)C)CCCCC1.P([O-])([O-])([O-])=O.[K+].[K+].[K+], predict the reaction product. The product is: [F:32][CH:2]([F:1])[C:3]1[N:7]([C:8]2[CH:13]=[C:12]([N:14]3[CH2:19][CH2:18][O:17][CH2:16][CH2:15]3)[N:11]=[C:10]([NH:20][CH2:21][CH:22]3[CH2:23][CH2:24][N:25]([C:34]4[CH:39]=[CH:38][CH:37]=[CH:36][CH:35]=4)[CH2:26][CH2:27]3)[N:9]=2)[C:6]2[CH:28]=[CH:29][CH:30]=[CH:31][C:5]=2[N:4]=1. (2) Given the reactants [C:1]1([CH:7]([C:34]2[CH:39]=[CH:38][CH:37]=[CH:36][CH:35]=2)[CH2:8][NH:9][C:10]2[N:18]=[C:17]([C:19]([OH:21])=O)[N:16]=[C:15]3[C:11]=2[N:12]=[CH:13][N:14]3[C@H:22]2[C@H:26]([OH:27])[C@H:25]([OH:28])[C@@H:24]([C:29]([NH:31][CH2:32][CH3:33])=[O:30])[O:23]2)[CH:6]=[CH:5][CH:4]=[CH:3][CH:2]=1.[F:40][C:41]([F:52])([F:51])[C:42]([NH:44][CH:45]1[CH2:50][CH2:49][NH:48][CH2:47][CH2:46]1)=[O:43].Cl.CN(C)CCCN=C=NCC, predict the reaction product. The product is: [C:1]1([CH:7]([C:34]2[CH:39]=[CH:38][CH:37]=[CH:36][CH:35]=2)[CH2:8][NH:9][C:10]2[N:18]=[C:17]([C:19]([N:48]3[CH2:49][CH2:50][CH:45]([NH:44][C:42](=[O:43])[C:41]([F:51])([F:40])[F:52])[CH2:46][CH2:47]3)=[O:21])[N:16]=[C:15]3[C:11]=2[N:12]=[CH:13][N:14]3[C@@H:22]2[O:23][C@H:24]([C:29]([NH:31][CH2:32][CH3:33])=[O:30])[C@@H:25]([OH:28])[C@H:26]2[OH:27])[CH:6]=[CH:5][CH:4]=[CH:3][CH:2]=1. (3) Given the reactants C(=O)([O-])[O-].[K+].[K+].Cl.[NH2:8][OH:9].[N+:10]([C:13]1[CH:20]=[CH:19][C:16]([C:17]#[N:18])=[CH:15][CH:14]=1)([O-:12])=[O:11], predict the reaction product. The product is: [OH:9][N:8]=[C:17]([NH2:18])[C:16]1[CH:15]=[CH:14][C:13]([N+:10]([O-:12])=[O:11])=[CH:20][CH:19]=1. (4) Given the reactants [Si]([O:8][C:9]1[CH:10]=[CH:11][CH:12]=[C:13]2[C:18]=1[N:17]=[C:16]([C:19]1[N:23]3[CH:24]=[CH:25][C:26]([CH3:28])=[CH:27][C:22]3=[N:21][N:20]=1)[CH:15]=[CH:14]2)(C(C)(C)C)(C)C.O.[F-].C([N+](CCCC)(CCCC)CCCC)CCC, predict the reaction product. The product is: [CH3:28][C:26]1[CH:25]=[CH:24][N:23]2[C:19]([C:16]3[CH:15]=[CH:14][C:13]4[C:18](=[C:9]([OH:8])[CH:10]=[CH:11][CH:12]=4)[N:17]=3)=[N:20][N:21]=[C:22]2[CH:27]=1. (5) Given the reactants [CH3:1][N:2]([CH3:18])[C:3]1[N:8]=[C:7]([NH:9][CH:10]([CH2:13][CH3:14])[CH2:11][CH3:12])[C:6]([N+:15]([O-])=O)=[CH:5][CH:4]=1.C1N=CN([C:24](N2C=NC=C2)=[O:25])C=1, predict the reaction product. The product is: [CH3:1][N:2]([CH3:18])[C:3]1[N:8]=[C:7]2[N:9]([CH:10]([CH2:13][CH3:14])[CH2:11][CH3:12])[C:24]([OH:25])=[N:15][C:6]2=[CH:5][CH:4]=1. (6) Given the reactants [CH3:1][O:2][C:3]1[CH:10]=[C:9]([O:11][CH3:12])[CH:8]=[CH:7][C:4]=1[CH:5]=O.C1(P(C2C=CC=CC=2)C2C=CC=CC=2)C=CC=CC=1.[Br:32][C:33](Br)(Br)[Br:34], predict the reaction product. The product is: [CH3:12][O:11][C:9]1[CH:8]=[CH:7][C:4]([CH:5]=[C:33]([Br:34])[Br:32])=[C:3]([O:2][CH3:1])[CH:10]=1. (7) Given the reactants [CH:1]12[CH:6]([CH2:7][NH:8][C:9](=[O:24])[C:10]([CH:18]3[CH2:23][CH2:22][CH2:21][CH2:20][CH2:19]3)([OH:17])[C:11]3[CH:16]=[CH:15][CH:14]=[CH:13][CH:12]=3)[CH:5]1[CH2:4][NH:3][CH2:2]2.CS(O[CH2:30][C:31]1[CH:36]=[CH:35][CH:34]=[C:33]([NH:37][C:38]([O:40][C:41]([CH3:44])([CH3:43])[CH3:42])=[O:39])[N:32]=1)(=O)=O.C(=O)([O-])[O-].[K+].[K+], predict the reaction product. The product is: [CH:11]1([C:10]([OH:17])([C:18]2[CH:19]=[CH:20][CH:21]=[CH:22][CH:23]=2)[C:9]([NH:8][CH2:7][CH:6]2[CH:5]3[CH:1]2[CH2:2][N:3]([CH2:30][C:31]2[N:32]=[C:33]([NH:37][C:38](=[O:39])[O:40][C:41]([CH3:43])([CH3:42])[CH3:44])[CH:34]=[CH:35][CH:36]=2)[CH2:4]3)=[O:24])[CH2:16][CH2:15][CH2:14][CH2:13][CH2:12]1.